From a dataset of Kir2.1 potassium channel HTS with 301,493 compounds. Binary Classification. Given a drug SMILES string, predict its activity (active/inactive) in a high-throughput screening assay against a specified biological target. (1) The compound is s1c(NC(=O)c2ccccc2)c(C(N2CCN(CC2)C)c2ccc(OCC)cc2)c(c1C)C. The result is 0 (inactive). (2) The molecule is O=C1Nc2c(N(C1CC(=O)Nc1ccc(OCC)cc1)C(=O)c1ccccc1)cccc2. The result is 0 (inactive). (3) The drug is O(C(=O)N1CCCC1)c1ccc(cc1)C(=O)c1ccccc1. The result is 0 (inactive).